From a dataset of Full USPTO retrosynthesis dataset with 1.9M reactions from patents (1976-2016). Predict the reactants needed to synthesize the given product. Given the product [CH3:1][O:2][C:3](=[O:14])[CH2:4][O:5][C:6]1[CH:11]=[CH:10][C:9]([NH:12][C:15]([O:17][C:18]([CH3:21])([CH3:20])[CH3:19])=[O:16])=[CH:8][C:7]=1[CH3:13], predict the reactants needed to synthesize it. The reactants are: [CH3:1][O:2][C:3](=[O:14])[CH2:4][O:5][C:6]1[CH:11]=[CH:10][C:9]([NH2:12])=[CH:8][C:7]=1[CH3:13].[C:15](O[C:15]([O:17][C:18]([CH3:21])([CH3:20])[CH3:19])=[O:16])([O:17][C:18]([CH3:21])([CH3:20])[CH3:19])=[O:16].